This data is from Peptide-MHC class I binding affinity with 185,985 pairs from IEDB/IMGT. The task is: Regression. Given a peptide amino acid sequence and an MHC pseudo amino acid sequence, predict their binding affinity value. This is MHC class I binding data. (1) The peptide sequence is AKIALAVYK. The MHC is HLA-A02:16 with pseudo-sequence HLA-A02:16. The binding affinity (normalized) is 0.0847. (2) The peptide sequence is DPNPQEVVL. The MHC is HLA-A30:02 with pseudo-sequence HLA-A30:02. The binding affinity (normalized) is 0. (3) The peptide sequence is EKEGKISKI. The MHC is HLA-A29:02 with pseudo-sequence HLA-A29:02. The binding affinity (normalized) is 0. (4) The peptide sequence is GLLRVISGVL. The MHC is HLA-A02:02 with pseudo-sequence HLA-A02:02. The binding affinity (normalized) is 0.471.